Dataset: Reaction yield outcomes from USPTO patents with 853,638 reactions. Task: Predict the reaction yield, written as a fraction of the theoretical maximum amount of product (1.0 means a 100% yield; for example, 0.34 means a 34% yield). (1) The reactants are [CH2:1]([O:3][C:4](=[O:27])[C@@H:5]([CH2:12][C:13]1[CH:18]=[C:17]([CH3:19])[C:16]([NH2:20])=[C:15]([CH3:21])[C:14]=1[CH2:22][O:23]C(=O)C)[CH2:6][C:7]([O:9][CH2:10]C)=[O:8])C.COC(=O)[C@@H](CC1C(CO)=C2C(=CC=1)N[N:42]=C2)CC(OC)=O. No catalyst specified. The product is [CH3:19][C:17]1[CH:18]=[C:13]([CH2:12][C@@H:5]([CH2:6][C:7]([O:9][CH3:10])=[O:8])[C:4]([O:3][CH3:1])=[O:27])[C:14]([CH2:22][OH:23])=[C:15]2[C:16]=1[NH:20][N:42]=[CH:21]2. The yield is 0.980. (2) The reactants are [NH2:1][C:2](=[S:17])[CH2:3][N:4]1[C:8]([O:9][CH2:10][CH3:11])=[C:7]([C:12]([O:14][CH2:15][CH3:16])=[O:13])[CH:6]=[N:5]1.Br[CH2:19][C:20]([C:22]1[CH:27]=[CH:26][CH:25]=[C:24]([C:28]([F:31])([F:30])[F:29])[CH:23]=1)=O. No catalyst specified. The product is [CH2:10]([O:9][C:8]1[N:4]([CH2:3][C:2]2[S:17][CH:19]=[C:20]([C:22]3[CH:27]=[CH:26][CH:25]=[C:24]([C:28]([F:29])([F:30])[F:31])[CH:23]=3)[N:1]=2)[N:5]=[CH:6][C:7]=1[C:12]([O:14][CH2:15][CH3:16])=[O:13])[CH3:11]. The yield is 0.830. (3) The reactants are [Cl:1][C:2]1[C:3]([C:14]([O:16][CH2:17][CH3:18])=[O:15])=[C:4]([CH3:13])[NH:5][C:6]=1[C:7]1[CH:12]=[CH:11][CH:10]=[CH:9][CH:8]=1.[H-].[Na+].[C:21]1([S:27](Cl)(=[O:29])=[O:28])[CH:26]=[CH:25][CH:24]=[CH:23][CH:22]=1. The product is [Cl:1][C:2]1[C:3]([C:14]([O:16][CH2:17][CH3:18])=[O:15])=[C:4]([CH3:13])[N:5]([S:27]([C:21]2[CH:26]=[CH:25][CH:24]=[CH:23][CH:22]=2)(=[O:29])=[O:28])[C:6]=1[C:7]1[CH:12]=[CH:11][CH:10]=[CH:9][CH:8]=1. No catalyst specified. The yield is 0.780. (4) The reactants are [CH3:1][O:2][C:3]1[C:4]([C:13]([O:15]C)=[O:14])=[CH:5][C:6]2[C:11]([CH:12]=1)=[CH:10][CH:9]=[CH:8][CH:7]=2.O.[OH-].[Na+].C(O)(=O)CC(CC(O)=O)(C(O)=O)O. The catalyst is CO. The product is [CH3:1][O:2][C:3]1[C:4]([C:13]([OH:15])=[O:14])=[CH:5][C:6]2[C:11]([CH:12]=1)=[CH:10][CH:9]=[CH:8][CH:7]=2. The yield is 0.920.